From a dataset of Full USPTO retrosynthesis dataset with 1.9M reactions from patents (1976-2016). Predict the reactants needed to synthesize the given product. (1) Given the product [NH2:10]/[C:9](/[NH:8][CH2:1][CH2:36][CH2:37][C:38]#[N:39])=[N:11]\[C:12](=[O:34])[CH2:13][N:14]1[C:18]([C@H:19]2[CH2:20][CH2:21][C@H:22]([CH2:25][CH2:26][CH3:27])[CH2:23][CH2:24]2)=[CH:17][CH:16]=[C:15]1[C:28]1[CH:33]=[CH:32][CH:31]=[CH:30][CH:29]=1, predict the reactants needed to synthesize it. The reactants are: [C:1]([NH:8][C:9]([NH:11][C:12](=[O:34])[CH2:13][N:14]1[C:18]([CH:19]2[CH2:24][CH2:23][CH:22]([CH2:25][CH2:26][CH3:27])[CH2:21][CH2:20]2)=[CH:17][CH:16]=[C:15]1[C:28]1[CH:33]=[CH:32][CH:31]=[CH:30][CH:29]=1)=[NH:10])(OC(C)(C)C)=O.Br[CH2:36][CH2:37][C:38]#[N:39]. (2) Given the product [C:48]([O:47][C@@H:42]([C:12]1[C:13]([CH3:41])=[C:14]([CH3:40])[C:15]2=[N:19][C:18]3=[CH:17][N:16]2[C:11]=1[N:8]1[CH2:9][CH2:10][C:5]([CH3:52])([O:4][CH2:1][CH:2]=[CH:3][CH2:37][C@H:35]([CH3:36])[O:34][C:27]2[CH:28]=[C:29]([F:33])[C:30]([F:32])=[CH:31][C:26]=2[C:22]2[CH:21]=[C:20]3[CH:25]=[CH:24][CH:23]=2)[CH2:6][CH2:7]1)[C:43]([O:45][CH3:46])=[O:44])([CH3:49])([CH3:51])[CH3:50], predict the reactants needed to synthesize it. The reactants are: [CH2:1]([O:4][C:5]1([CH3:52])[CH2:10][CH2:9][N:8]([C:11]2[N:16]3[CH:17]=[C:18]([C:20]4[CH:21]=[C:22]([C:26]5[CH:31]=[C:30]([F:32])[C:29]([F:33])=[CH:28][C:27]=5[O:34][C@H:35]([CH2:37]C=C)[CH3:36])[CH:23]=[CH:24][CH:25]=4)[N:19]=[C:15]3[C:14]([CH3:40])=[C:13]([CH3:41])[C:12]=2[C@H:42]([O:47][C:48]([CH3:51])([CH3:50])[CH3:49])[C:43]([O:45][CH3:46])=[O:44])[CH2:7][CH2:6]1)[CH:2]=[CH2:3].C(O[C@@H](C1C(C)=CC2=NC3=CN2C=1N1CCC(C)(OCC=CC[C@H](C)OC2C=C(F)C=CC=2C2C=C3C=CC=2)CC1)C(OC)=O)(C)(C)C. (3) Given the product [N-:1]=[N+:2]=[N-:3].[CH2:6]([Al+:10][CH2:11][CH:12]([CH3:14])[CH3:13])[CH:7]([CH3:9])[CH3:8], predict the reactants needed to synthesize it. The reactants are: [N-:1]=[N+:2]=[N-:3].[Na+].[Cl-].[CH2:6]([Al+:10][CH2:11][CH:12]([CH3:14])[CH3:13])[CH:7]([CH3:9])[CH3:8]. (4) Given the product [NH2:2][CH2:1][C:3]1[CH:4]=[C:5]([S:9]([NH:12][CH2:13][CH2:14][NH:15][C:16](=[O:22])[O:17][C:18]([CH3:20])([CH3:19])[CH3:21])(=[O:10])=[O:11])[CH:6]=[CH:7][CH:8]=1, predict the reactants needed to synthesize it. The reactants are: [C:1]([C:3]1[CH:4]=[C:5]([S:9]([NH:12][CH2:13][CH2:14][NH:15][C:16](=[O:22])[O:17][C:18]([CH3:21])([CH3:20])[CH3:19])(=[O:11])=[O:10])[CH:6]=[CH:7][CH:8]=1)#[N:2].[H][H]. (5) Given the product [F:1][C:2]1[CH:7]=[CH:6][C:5]([C:8]2[C:9]([C:22]3[CH:23]=[CH:24][N:25]=[CH:26][CH:27]=3)=[C:10]([C:17]3[O:18][CH:19]=[CH:20][CH:21]=3)[C:11]3[C:12](=[N:14][N:15]([CH2:29][CH2:30][CH2:31][O:32][CH:33]4[CH2:38][CH2:37][CH2:36][CH2:35][O:34]4)[CH:16]=3)[N:13]=2)=[CH:4][CH:3]=1, predict the reactants needed to synthesize it. The reactants are: [F:1][C:2]1[CH:7]=[CH:6][C:5]([C:8]2[N:13]=[C:12]3[NH:14][N:15]=[CH:16][C:11]3=[C:10]([C:17]3[O:18][CH:19]=[CH:20][CH:21]=3)[C:9]=2[C:22]2[CH:27]=[CH:26][N:25]=[CH:24][CH:23]=2)=[CH:4][CH:3]=1.Br[CH2:29][CH2:30][CH2:31][O:32][CH:33]1[CH2:38][CH2:37][CH2:36][CH2:35][O:34]1.